From a dataset of Forward reaction prediction with 1.9M reactions from USPTO patents (1976-2016). Predict the product of the given reaction. (1) Given the reactants [NH2:1][C@@H:2]([CH2:33][C:34]1[CH:39]=[CH:38][CH:37]=[CH:36][CH:35]=1)[C@@H:3]([OH:32])[CH2:4][C@@H:5]([NH:19][C:20](=[O:31])[C@H:21]([C:27]([CH3:30])([CH3:29])[CH3:28])[NH:22][C:23]([O:25][CH3:26])=[O:24])[CH2:6][C:7]1[CH:12]=[CH:11][C:10]([C:13]2[CH:14]=[N:15][CH:16]=[CH:17][CH:18]=2)=[CH:9][CH:8]=1.[CH3:40][O:41][C:42]([NH:44][C@@H:45]([C:49]([CH3:52])([CH3:51])[CH3:50])[C:46](O)=[O:47])=[O:43].CCOP(ON1N=NC2C=CC=CC=2C1=O)(OCC)=O.C(N(CC)C(C)C)(C)C, predict the reaction product. The product is: [CH2:33]([C@@H:2]([C@@H:3]([OH:32])[CH2:4][C@H:5]([CH2:6][C:7]1[CH:12]=[CH:11][C:10]([C:13]2[CH:14]=[N:15][CH:16]=[CH:17][CH:18]=2)=[CH:9][CH:8]=1)[NH:19][C:20](=[O:31])[C@H:21]([C:27]([CH3:30])([CH3:29])[CH3:28])[NH:22][C:23](=[O:24])[O:25][CH3:26])[NH:1][C:46](=[O:47])[C@@H:45]([NH:44][C:42](=[O:43])[O:41][CH3:40])[C:49]([CH3:52])([CH3:51])[CH3:50])[C:34]1[CH:35]=[CH:36][CH:37]=[CH:38][CH:39]=1. (2) Given the reactants C[Al](C)C.[Cl-].[NH4+:6].C.[Cl:8][C:9]1[CH:10]=[C:11]([CH2:15][C:16]#[N:17])[CH:12]=[CH:13][CH:14]=1.Cl, predict the reaction product. The product is: [ClH:8].[Cl:8][C:9]1[CH:10]=[C:11]([CH2:15][C:16]([NH2:6])=[NH:17])[CH:12]=[CH:13][CH:14]=1. (3) Given the reactants [CH3:1][C:2]1([CH3:28])[CH2:11][C:10]2[N:9]([C:12]3[CH:19]=[CH:18][C:15]([C:16]#[N:17])=[C:14]([NH:20][CH:21]4[CH2:26][CH2:25][O:24][CH2:23][CH2:22]4)[CH:13]=3)[CH2:8][CH2:7][CH2:6][C:5]=2[C:4](=[O:27])[CH2:3]1.C(OCC)(=[O:31])C.CO, predict the reaction product. The product is: [CH3:1][C:2]1([CH3:28])[CH2:11][C:10]2[N:9]([C:12]3[CH:19]=[CH:18][C:15]([C:16]([NH2:17])=[O:31])=[C:14]([NH:20][CH:21]4[CH2:26][CH2:25][O:24][CH2:23][CH2:22]4)[CH:13]=3)[CH2:8][CH2:7][CH2:6][C:5]=2[C:4](=[O:27])[CH2:3]1.